Dataset: Reaction yield outcomes from USPTO patents with 853,638 reactions. Task: Predict the reaction yield, written as a fraction of the theoretical maximum amount of product (1.0 means a 100% yield; for example, 0.34 means a 34% yield). The catalyst is CN(C)C=O. The reactants are [OH:1][C:2]1[CH:3]=[C:4]([CH:7]=[CH:8][C:9]=1[I:10])[C:5]#[N:6].I[CH3:12].[H-].[Na+]. The product is [I:10][C:9]1[CH:8]=[CH:7][C:4]([C:5]#[N:6])=[CH:3][C:2]=1[O:1][CH3:12]. The yield is 0.790.